Dataset: Forward reaction prediction with 1.9M reactions from USPTO patents (1976-2016). Task: Predict the product of the given reaction. (1) Given the reactants [CH:1]([C:3]1[CH:15]=[CH:14][C:6]([C:7]([O:9][C:10]([CH3:13])([CH3:12])[CH3:11])=[O:8])=[CH:5][C:4]=1[OH:16])=O.C(=O)([O-])[O-].[K+].[K+].Br[CH2:24][C:25]([O:27][CH2:28][CH3:29])=[O:26], predict the reaction product. The product is: [O:16]1[C:4]2[CH:5]=[C:6]([C:7]([O:9][C:10]([CH3:13])([CH3:12])[CH3:11])=[O:8])[CH:14]=[CH:15][C:3]=2[CH:1]=[C:24]1[C:25]([O:27][CH2:28][CH3:29])=[O:26]. (2) Given the reactants [CH3:1][O:2][CH2:3][CH2:4][O:5][CH2:6][O:7][C:8]1[CH:15]=[C:14]([N+:16]([O-])=O)[CH:13]=[CH:12][C:9]=1[C:10]#[N:11], predict the reaction product. The product is: [NH2:16][C:14]1[CH:13]=[CH:12][C:9]([C:10]#[N:11])=[C:8]([O:7][CH2:6][O:5][CH2:4][CH2:3][O:2][CH3:1])[CH:15]=1. (3) Given the reactants [CH3:1][O:2][C:3]1[CH:10]=[CH:9][C:6](C=O)=[CH:5][CH:4]=1.[H-].[Al+3].[Li+].[H-].[H-].[H-].[NH2:17]O.C(O)(=O)/C=C/C(O)=O.[CH2:27]([OH:29])[CH3:28], predict the reaction product. The product is: [NH2:17][CH2:28][CH:27]([C:6]1[CH:9]=[CH:10][C:3]([O:2][CH3:1])=[CH:4][CH:5]=1)[OH:29]. (4) Given the reactants Cl[C:2]1[N:7]=[C:6]([C:8]([O:10]C)=[O:9])[CH:5]=[CH:4][C:3]=1[O:12][CH2:13][CH2:14][O:15][C:16]([F:19])([F:18])[F:17].[CH2:20]([O-:22])[CH3:21].[Na+].O.C(OCC)(=O)C, predict the reaction product. The product is: [CH2:20]([O:22][C:2]1[N:7]=[C:6]([C:8]([OH:10])=[O:9])[CH:5]=[CH:4][C:3]=1[O:12][CH2:13][CH2:14][O:15][C:16]([F:19])([F:18])[F:17])[CH3:21]. (5) Given the reactants Br[C:2]1[CH:18]=[C:17]([C:19]#[N:20])[CH:16]=[CH:15][C:3]=1[CH2:4][N:5]([CH3:14])[CH2:6][C:7]([O:9][C:10]([CH3:13])([CH3:12])[CH3:11])=[O:8].[CH:21](B1OC(C)(C)C(C)(C)O1)=[CH2:22].C([O-])([O-])=O.[K+].[K+], predict the reaction product. The product is: [C:19]([C:17]1[CH:16]=[CH:15][C:3]([CH2:4][N:5]([CH3:14])[CH2:6][C:7]([O:9][C:10]([CH3:13])([CH3:12])[CH3:11])=[O:8])=[C:2]([CH:21]=[CH2:22])[CH:18]=1)#[N:20]. (6) Given the reactants [Cl:1][C:2]1[CH:3]=[C:4]([C:8]2[C:9]([O:24][CH3:25])=[N:10][CH:11]=[C:12]([CH2:14][N:15]3[CH:19]=[C:18]([Si](C)(C)C)[N:17]=[N:16]3)[CH:13]=2)[CH:5]=[CH:6][CH:7]=1.N(CC1C=C(C2C=CC=C(Cl)C=2)C(OC)=NC=1)=[N+]=[N-].C([Si](C)(C)C)#C.CCN(C(C)C)C(C)C, predict the reaction product. The product is: [Cl:1][C:2]1[CH:3]=[C:4]([C:8]2[C:9]([O:24][CH3:25])=[N:10][CH:11]=[C:12]([CH2:14][N:15]3[CH:19]=[CH:18][N:17]=[N:16]3)[CH:13]=2)[CH:5]=[CH:6][CH:7]=1.